Dataset: Full USPTO retrosynthesis dataset with 1.9M reactions from patents (1976-2016). Task: Predict the reactants needed to synthesize the given product. (1) Given the product [CH2:16]([O:18][C:19]([C:21]1[C:22]([O:6][S:7]([C:10]([F:11])([F:12])[F:13])(=[O:8])=[O:9])=[N:23][C:24]2[C:29]([C:30]=1[CH3:31])=[CH:28][CH:27]=[C:26]([C:32]([F:35])([F:33])[F:34])[CH:25]=2)=[O:20])[CH3:17], predict the reactants needed to synthesize it. The reactants are: FC(F)(F)S([O:6][S:7]([C:10]([F:13])([F:12])[F:11])(=[O:9])=[O:8])(=O)=O.[CH2:16]([O:18][C:19]([C:21]1[C:22](O)=[N:23][C:24]2[C:29]([C:30]=1[CH3:31])=[CH:28][CH:27]=[C:26]([C:32]([F:35])([F:34])[F:33])[CH:25]=2)=[O:20])[CH3:17].CCN(CC)CC. (2) Given the product [Cl:32][C:33]1[CH:34]=[CH:35][C:36]([N:39]2[CH2:44][CH2:43][N:42]([C:21]([C:20]3[CH:24]=[CH:25][CH:26]=[C:18]([C:16]4[CH:15]=[N:14][C:10]5[NH:11][CH2:12][CH2:13][N:8]([CH2:7][C:6]6[CH:27]=[C:2]([Cl:1])[CH:3]=[CH:4][C:5]=6[C:28]([F:31])([F:30])[F:29])[C:9]=5[CH:17]=4)[CH:19]=3)=[O:22])[CH2:41][CH2:40]2)=[CH:37][CH:38]=1, predict the reactants needed to synthesize it. The reactants are: [Cl:1][C:2]1[CH:3]=[CH:4][C:5]([C:28]([F:31])([F:30])[F:29])=[C:6]([CH:27]=1)[CH2:7][N:8]1[CH2:13][CH2:12][NH:11][C:10]2[N:14]=[CH:15][C:16]([C:18]3[CH:19]=[C:20]([CH:24]=[CH:25][CH:26]=3)[C:21](O)=[O:22])=[CH:17][C:9]1=2.[Cl:32][C:33]1[CH:38]=[CH:37][C:36]([N:39]2[CH2:44][CH2:43][NH:42][CH2:41][CH2:40]2)=[CH:35][CH:34]=1.